The task is: Binary Classification. Given a drug SMILES string, predict its activity (active/inactive) in a high-throughput screening assay against a specified biological target.. This data is from Cav3 T-type calcium channel HTS with 100,875 compounds. (1) The compound is O1c2cc(C(N)CC(OCC)=O)ccc2OC1. The result is 0 (inactive). (2) The result is 0 (inactive). The molecule is S(=O)(=O)(N1CCCCC1)c1cc(NC(=O)CC(NC(=O)C)c2ccccc2)ccc1. (3) The molecule is O=C1N(C(\C(C1=O)=C(/O)c1cc2OCCOc2cc1)c1c(OC)cc(OC)cc1)Cc1occc1. The result is 0 (inactive).